This data is from Reaction yield outcomes from USPTO patents with 853,638 reactions. The task is: Predict the reaction yield, written as a fraction of the theoretical maximum amount of product (1.0 means a 100% yield; for example, 0.34 means a 34% yield). (1) The reactants are [Cl:1][C:2]1[CH:7]=[CH:6][C:5]([C:8]2[CH:13]=[C:12]([C:14]([F:17])([F:16])[F:15])[N:11]3[N:18]=[CH:19][C:20](I)=[C:10]3[N:9]=2)=[CH:4][C:3]=1[CH3:22].[CH3:23][Si:24]([C:27]#[CH:28])([CH3:26])[CH3:25].C(N(CC)CC)C. The catalyst is CN(C)C=O. The product is [Cl:1][C:2]1[CH:7]=[CH:6][C:5]([C:8]2[CH:13]=[C:12]([C:14]([F:17])([F:16])[F:15])[N:11]3[N:18]=[CH:19][C:20]([C:28]#[C:27][Si:24]([CH3:26])([CH3:25])[CH3:23])=[C:10]3[N:9]=2)=[CH:4][C:3]=1[CH3:22]. The yield is 1.06. (2) The reactants are [C:1]([O:5][C:6]([N:8]1[CH2:18][CH2:17][C:11]2[N:12]=[C:13]([NH2:16])[N:14]=[CH:15][C:10]=2[CH2:9]1)=[O:7])([CH3:4])([CH3:3])[CH3:2].[Cl:19][C:20]1[CH:21]=[C:22]([CH:26]=[CH:27][CH:28]=1)[C:23](Cl)=[O:24].[OH-].[Na+].C(Cl)Cl. The catalyst is N1C=CC=CC=1. The product is [C:1]([O:5][C:6]([N:8]1[CH2:18][CH2:17][C:11]2[N:12]=[C:13]([NH:16][C:23](=[O:24])[C:22]3[CH:26]=[CH:27][CH:28]=[C:20]([Cl:19])[CH:21]=3)[N:14]=[CH:15][C:10]=2[CH2:9]1)=[O:7])([CH3:4])([CH3:2])[CH3:3]. The yield is 0.530.